Dataset: Forward reaction prediction with 1.9M reactions from USPTO patents (1976-2016). Task: Predict the product of the given reaction. (1) Given the reactants C(OC([N:8]1[CH2:13][C@H:12]([CH3:14])[N:11]([CH3:15])[C@H:10]([CH3:16])[CH2:9]1)=O)(C)(C)C.FC(F)(F)C(O)=O.[OH-].[Na+], predict the reaction product. The product is: [CH3:16][C@H:10]1[N:11]([CH3:15])[C@@H:12]([CH3:14])[CH2:13][NH:8][CH2:9]1. (2) Given the reactants [NH:1]1[CH:5]([C:6](O)=O)[CH2:4][CH2:3][C:2]1=[O:9].[CH3:10][C:11]1[CH:16]=C[CH:14]=[CH:13][C:12]=1[O:17][CH3:18].O=P12OP3(OP(OP(O3)(O1)=O)(=O)O2)=O.CS(O)(=O)=O, predict the reaction product. The product is: [CH3:18][O:17][C:12]1[CH:13]=[CH:14][C:6]([CH:5]2[NH:1][C:2](=[O:9])[CH2:3][CH2:4]2)=[CH:10][C:11]=1[CH3:16].